This data is from Forward reaction prediction with 1.9M reactions from USPTO patents (1976-2016). The task is: Predict the product of the given reaction. (1) Given the reactants [OH:1][CH2:2][CH:3]1[C:12]2[C:7](=[C:8]([C:13]#[N:14])[CH:9]=[CH:10][CH:11]=2)[O:6][CH2:5][CH2:4]1.C([O-])(O)=O.[Na+].CC(OI1(OC(C)=O)(OC(C)=O)OC(=O)C2C=CC=CC1=2)=O, predict the reaction product. The product is: [CH:2]([CH:3]1[C:12]2[C:7](=[C:8]([C:13]#[N:14])[CH:9]=[CH:10][CH:11]=2)[O:6][CH2:5][CH2:4]1)=[O:1]. (2) Given the reactants [NH2:1][C:2]1[CH:9]=[CH:8][C:5]([CH:6]=[O:7])=[CH:4][C:3]=1[CH2:10][S:11]([C:14]1[C:23]2[C:18](=[CH:19][CH:20]=[CH:21][CH:22]=2)[CH:17]=[CH:16][CH:15]=1)(=[O:13])=[O:12].[N:24]([O-])=O.[Na+].C(=O)(O)[O-].[Na+], predict the reaction product. The product is: [C:14]1([S:11]([C:10]2[C:3]3[C:2](=[CH:9][CH:8]=[C:5]([CH:6]=[O:7])[CH:4]=3)[NH:1][N:24]=2)(=[O:13])=[O:12])[C:23]2[C:18](=[CH:19][CH:20]=[CH:21][CH:22]=2)[CH:17]=[CH:16][CH:15]=1. (3) Given the reactants Br[C:2]1[CH:3]=[C:4]2[C:9](=[CH:10][CH:11]=1)[N:8]=[C:7]([C:12]1[CH:13]=[CH:14][C:15]3[N:19]=[C:18]([C@@H:20]4[CH2:32][N:30]5[C:31]6[CH:23]([C@@H:24]([NH:33][C:34](=[O:37])[O:35][CH3:36])[CH2:25][CH2:26][C:27]=6[CH:28]=[CH:29]5)[C:22](=[O:38])[CH2:21]4)[NH:17][C:16]=3[CH:39]=1)[CH:6]=[N:5]2.CC1(C)C(C)(C)[O:44][B:43](B2OC(C)(C)C(C)(C)O2)[O:42]1.C([O-])(=O)C.[K+], predict the reaction product. The product is: [CH3:36][O:35][C:34]([NH:33][C@@H:24]1[CH:23]2[C:22](=[O:38])[CH2:21][C@H:20]([C:18]3[NH:17][C:16]4[CH:39]=[C:12]([C:7]5[CH:6]=[N:5][C:4]6[C:9](=[CH:10][CH:11]=[C:2]([B:43]([OH:44])[OH:42])[CH:3]=6)[N:8]=5)[CH:13]=[CH:14][C:15]=4[N:19]=3)[CH2:32][N:30]3[C:31]2=[C:27]([CH:28]=[CH:29]3)[CH2:26][CH2:25]1)=[O:37]. (4) Given the reactants C(OC(N1[C:16]2[C:11](=[C:12]([CH2:17][N:18]3[C:22]4[CH:23]=[CH:24][CH:25]=[CH:26][C:21]=4[N:20]([CH:27]4[CH2:32][CH2:31][N:30]([C:33]([O:35][C:36]([CH3:39])([CH3:38])[CH3:37])=[O:34])[CH2:29][CH2:28]4)[C:19]3=[NH:40])[CH:13]=[CH:14][CH:15]=2)C=C1)=O)(C)(C)C.[Cl:41]C1C=CC=CC=1CBr, predict the reaction product. The product is: [C:36]([O:35][C:33]([N:30]1[CH2:31][CH2:32][CH:27]([N:20]2[C:21]3[CH:26]=[CH:25][CH:24]=[CH:23][C:22]=3[N:18]([CH2:17][C:12]3[CH:13]=[CH:14][CH:15]=[CH:16][C:11]=3[Cl:41])[C:19]2=[NH:40])[CH2:28][CH2:29]1)=[O:34])([CH3:37])([CH3:38])[CH3:39]. (5) The product is: [C:21]1([CH3:22])[CH:23]=[CH:24][C:18]([S:15]([N:1]2[CH:5]=[CH:4][N:3]=[C:2]2[CH:6]=[O:7])(=[O:17])=[O:16])=[CH:19][CH:20]=1. Given the reactants [NH:1]1[CH:5]=[CH:4][N:3]=[C:2]1[CH:6]=[O:7].CCN(CC)CC.[S:15](Cl)([C:18]1[CH:24]=[CH:23][C:21]([CH3:22])=[CH:20][CH:19]=1)(=[O:17])=[O:16], predict the reaction product. (6) Given the reactants [F:1][C:2]1[CH:3]=[C:4]([N:8]2[C:12]([CH3:13])=[C:11]([CH:14]([NH2:16])[CH3:15])[CH:10]=[N:9]2)[CH:5]=[CH:6][CH:7]=1.[S:17]1[CH:21]=[CH:20][N:19]=[C:18]1[N:22]1[CH:26]=[CH:25][CH:24]=[C:23]1[CH:27]=O.[C:29](O)(=O)[CH3:30].C(O[BH-](O[C:43](=O)[CH3:44])OC(=O)C)(=O)C.[Na+].[OH-].[Na+], predict the reaction product. The product is: [F:1][C:2]1[CH:3]=[C:4]([N:8]2[C:12]([CH3:13])=[C:11]([CH:14]([N:16]([CH2:24][C:23]3[N:22]([C:18]4[S:17][CH:29]=[CH:30][N:19]=4)[CH:26]=[CH:43][CH:44]=3)[CH2:27][C:23]3[N:22]([C:18]4[S:17][CH:21]=[CH:20][N:19]=4)[CH:26]=[CH:25][CH:24]=3)[CH3:15])[CH:10]=[N:9]2)[CH:5]=[CH:6][CH:7]=1. (7) Given the reactants C([O:3][C:4]([C:6]1[C:7]2[N:8]=[CH:9][CH:10]=[N:11][C:12]=2[C:13]([C:16]2[CH:21]=[C:20]([O:22][CH3:23])[CH:19]=[C:18]([O:24][CH3:25])[C:17]=2[F:26])=[CH:14][CH:15]=1)=O)C.[CH3:27][N:28]1[CH2:33][CH2:32][N:31]([CH2:34][C:35]2[CH:36]=[CH:37][C:38]([NH:41]C(C3C4N=CC=NC=4C(C4C(Cl)=C(OC)C=C(OC)C=4Cl)=CC=3)=O)=[N:39][CH:40]=2)[CH2:30][CH2:29]1, predict the reaction product. The product is: [CH3:27][N:28]1[CH2:33][CH2:32][N:31]([CH2:34][C:35]2[CH:36]=[CH:37][C:38]([NH:41][C:4]([C:6]3[C:7]4[N:8]=[CH:9][CH:10]=[N:11][C:12]=4[C:13]([C:16]4[CH:21]=[C:20]([O:22][CH3:23])[CH:19]=[C:18]([O:24][CH3:25])[C:17]=4[F:26])=[CH:14][CH:15]=3)=[O:3])=[N:39][CH:40]=2)[CH2:30][CH2:29]1. (8) Given the reactants [OH:1]/[N:2]=[C:3](/[C:5]1[CH:13]=[CH:12][C:11]2[NH:10][C:9]3[CH:14]([CH2:17][C:18]([O:20][CH2:21][CH3:22])=[O:19])[CH2:15][CH2:16][C:8]=3[C:7]=2[CH:6]=1)\[NH2:4].C(N(CC)CC)C.[CH:30]([O:33][C:34]1[CH:42]=[CH:41][C:37]([C:38](Cl)=O)=[CH:36][CH:35]=1)([CH3:32])[CH3:31], predict the reaction product. The product is: [CH:30]([O:33][C:34]1[CH:35]=[CH:36][C:37]([C:38]2[O:1][N:2]=[C:3]([C:5]3[CH:13]=[CH:12][C:11]4[NH:10][C:9]5[CH:14]([CH2:17][C:18]([O:20][CH2:21][CH3:22])=[O:19])[CH2:15][CH2:16][C:8]=5[C:7]=4[CH:6]=3)[N:4]=2)=[CH:41][CH:42]=1)([CH3:32])[CH3:31].